This data is from Forward reaction prediction with 1.9M reactions from USPTO patents (1976-2016). The task is: Predict the product of the given reaction. (1) Given the reactants Br[C:2]1[CH:3]=[C:4]([NH:11][C:12](=[O:14])[CH3:13])[CH:5]=[C:6]([N+:8]([O-:10])=[O:9])[CH:7]=1.N#N.[F:17][C:18]1[CH:23]=[CH:22][C:21]([F:24])=[CH:20][C:19]=1B(O)O.C(=O)([O-])[O-].[Na+].[Na+], predict the reaction product. The product is: [F:17][C:18]1[CH:23]=[CH:22][C:21]([F:24])=[CH:20][C:19]=1[C:2]1[CH:7]=[C:6]([N+:8]([O-:10])=[O:9])[CH:5]=[C:4]([NH:11][C:12](=[O:14])[CH3:13])[CH:3]=1. (2) Given the reactants [CH2:1]([C:3]1[C:4]([C:13]2[CH:33]=[C:16]3[N:17]=[C:18]([N:28]4[CH2:32][CH2:31][CH2:30][CH2:29]4)[CH:19]=[C:20]([NH:21][CH:22]4[CH2:27][CH2:26][O:25][CH2:24][CH2:23]4)[N:15]3[N:14]=2)=[N:5][C:6]2[C:11]([N:12]=1)=[CH:10][CH:9]=[CH:8][CH:7]=2)[CH3:2].[ClH:34], predict the reaction product. The product is: [ClH:34].[ClH:34].[CH2:1]([C:3]1[C:4]([C:13]2[CH:33]=[C:16]3[N:17]=[C:18]([N:28]4[CH2:32][CH2:31][CH2:30][CH2:29]4)[CH:19]=[C:20]([NH:21][CH:22]4[CH2:27][CH2:26][O:25][CH2:24][CH2:23]4)[N:15]3[N:14]=2)=[N:5][C:6]2[C:11]([N:12]=1)=[CH:10][CH:9]=[CH:8][CH:7]=2)[CH3:2]. (3) Given the reactants CC[N:3]([CH2:6]C)CC.[C:8]([C:10]1[CH:11]=[C:12]([CH:29]=[CH:30][CH:31]=1)[O:13][C:14]1[C:19](C(O)=O)=[CH:18][N:17]=[C:16]([C:23]2[CH:24]=[N:25][CH:26]=[CH:27][CH:28]=2)[N:15]=1)#[N:9].C1(P(N=[N+]=[N-])(C2C=CC=CC=2)=[O:39])C=CC=CC=1.[CH3:49][C:50]([OH:53])([CH3:52])[CH3:51], predict the reaction product. The product is: [C:50]([O:53][C:6](=[O:39])[NH:3][C:19]1[C:14]([O:13][C:12]2[CH:29]=[CH:30][CH:31]=[C:10]([C:8]#[N:9])[CH:11]=2)=[N:15][C:16]([C:23]2[CH:24]=[N:25][CH:26]=[CH:27][CH:28]=2)=[N:17][CH:18]=1)([CH3:52])([CH3:51])[CH3:49]. (4) Given the reactants [C:1]([N:5]=[C:6]=[S:7])([CH3:4])([CH3:3])[CH3:2].[CH:8]([NH2:11])([CH3:10])[CH3:9], predict the reaction product. The product is: [C:1]([NH:5][C:6]([NH:11][CH:8]([CH3:10])[CH3:9])=[S:7])([CH3:4])([CH3:3])[CH3:2]. (5) Given the reactants [F:1][C:2]1[CH:10]=[C:9]([C:11]2[N:16]=[C:15]3[N:17]([C:20]([C:23]4[CH:24]=[C:25]5[C:30](=[CH:31][CH:32]=4)[N:29]=[CH:28][CH:27]=[CH:26]5)([CH3:22])[CH3:21])[N:18]=[N:19][C:14]3=[CH:13][CH:12]=2)[CH:8]=[CH:7][C:3]=1[C:4]([OH:6])=O.[CH2:33]([NH2:36])[CH2:34][CH3:35], predict the reaction product. The product is: [F:1][C:2]1[CH:10]=[C:9]([C:11]2[N:16]=[C:15]3[N:17]([C:20]([C:23]4[CH:24]=[C:25]5[C:30](=[CH:31][CH:32]=4)[N:29]=[CH:28][CH:27]=[CH:26]5)([CH3:21])[CH3:22])[N:18]=[N:19][C:14]3=[CH:13][CH:12]=2)[CH:8]=[CH:7][C:3]=1[C:4]([NH:36][CH2:33][CH2:34][CH3:35])=[O:6]. (6) Given the reactants [CH2:1]([C:4]1([C:11]2[CH:16]=[CH:15][CH:14]=[CH:13][CH:12]=2)[CH2:9][CH2:8][CH2:7][CH2:6][C:5]1=O)[CH:2]=[CH2:3].C(O)CO.NN.[OH-].[K+], predict the reaction product. The product is: [CH2:1]([C:4]1([C:11]2[CH:16]=[CH:15][CH:14]=[CH:13][CH:12]=2)[CH2:9][CH2:8][CH2:7][CH2:6][CH2:5]1)[CH:2]=[CH2:3]. (7) Given the reactants [CH:1]1([NH2+:7]C2CCCCC2)[CH2:6][CH2:5][CH2:4][CH2:3][CH2:2]1.[CH2:14]([C@H:18]1[O:20][C@@H:19]1[C:21]([O-:23])=O)[CH2:15][CH2:16][CH3:17].[C:24](Cl)(=[O:29])C(C)(C)C.[O:31]1CCCC1, predict the reaction product. The product is: [CH2:24]1[O:29][C:4]2[CH:5]=[CH:6][C:1]([NH:7][C:21]([C@@H:19]3[C@@H:18]([CH2:14][CH2:15][CH2:16][CH3:17])[O:20]3)=[O:23])=[CH:2][C:3]=2[O:31]1. (8) Given the reactants [C:1]([C:4]1[C:22](=[O:23])[C@@:8]2([CH3:24])[C:9]3[C:15]([OH:16])=[CH:14][C:13]([O:17][CH3:18])=[C:12]([C:19]([NH2:21])=[O:20])[C:10]=3[O:11][C:7]2=[CH:6][C:5]=1[OH:25])(=[O:3])[CH3:2].C(=O)[C:27]1[CH:32]=[CH:31][CH:30]=[C:29]([O:33][CH3:34])[CH:28]=1.[CH2:36]([SiH](CC)CC)C.FC(F)(F)C(O)=O, predict the reaction product. The product is: [C:1]([C:4]1[C:22](=[O:23])[C@@:8]2([CH3:24])[C:9]3[C:15]([OH:16])=[CH:14][C:13]([O:17][CH3:18])=[C:12]([C:19]([NH:21][CH2:36][C:28]4[CH:27]=[CH:32][CH:31]=[CH:30][C:29]=4[O:33][CH3:34])=[O:20])[C:10]=3[O:11][C:7]2=[CH:6][C:5]=1[OH:25])(=[O:3])[CH3:2]. (9) The product is: [CH3:15][C:12]1[CH:11]=[CH:10][C:9]2[N:8](/[CH:16]=[C:17](/[C:20]3[CH:21]=[CH:22][N:23]=[CH:24][CH:25]=3)\[CH3:18])[C:7]3[CH2:26][CH2:27][N:4]([CH2:3][C:2]([F:28])([F:29])[F:1])[CH2:5][C:6]=3[C:14]=2[CH:13]=1. Given the reactants [F:1][C:2]([F:29])([F:28])[CH2:3][N:4]1[CH2:27][CH2:26][C:7]2[N:8]([CH2:16][C:17]([C:20]3[CH:25]=[CH:24][N:23]=[CH:22][CH:21]=3)(O)[CH3:18])[C:9]3[CH:10]=[CH:11][C:12]([CH3:15])=[CH:13][C:14]=3[C:6]=2[CH2:5]1, predict the reaction product.